This data is from Reaction yield outcomes from USPTO patents with 853,638 reactions. The task is: Predict the reaction yield, written as a fraction of the theoretical maximum amount of product (1.0 means a 100% yield; for example, 0.34 means a 34% yield). (1) The reactants are [CH2:1]([O:3][C:4](=[O:15])[C:5]1[CH:10]=[CH:9][C:8](I)=[C:7]([O:12][CH2:13][CH3:14])[CH:6]=1)[CH3:2].[F:16][C:17]1[CH:22]=[CH:21][C:20](B(O)O)=[CH:19][CH:18]=1.[O-]P([O-])([O-])=O.[K+].[K+].[K+]. The catalyst is CN(C=O)C.[Pd].C1(P(C2C=CC=CC=2)C2C=CC=CC=2)C=CC=CC=1.C1(P(C2C=CC=CC=2)C2C=CC=CC=2)C=CC=CC=1.C1(P(C2C=CC=CC=2)C2C=CC=CC=2)C=CC=CC=1.C1(P(C2C=CC=CC=2)C2C=CC=CC=2)C=CC=CC=1. The product is [CH2:1]([O:3][C:4]([C:5]1[CH:10]=[CH:9][C:8]([C:20]2[CH:21]=[CH:22][C:17]([F:16])=[CH:18][CH:19]=2)=[C:7]([O:12][CH2:13][CH3:14])[CH:6]=1)=[O:15])[CH3:2]. The yield is 0.750. (2) The reactants are C([N+]([O-])=O)(C)(C)C.[N+:8]1([O-:22])[C:13]2[CH:14]=[C:15]3[CH2:20][CH2:19][O:18][C:16]3=[CH:17][C:12]=2[N:11]=[C:10](N)[N:9]=1.C(I)[I:24]. The catalyst is C1COCC1.[Cu]I. The product is [I:24][C:10]1[N:9]=[N+:8]([O-:22])[C:13]2[CH:14]=[C:15]3[CH2:20][CH2:19][O:18][C:16]3=[CH:17][C:12]=2[N:11]=1. The yield is 0.490. (3) The reactants are [C:1]([C:3]1[CH:4]=[C:5]([CH:24]=[CH:25][CH:26]=1)[C:6]([NH:8][C:9]1[C:10]([NH2:23])=[CH:11][C:12]([O:15][Si:16]([CH3:22])([CH3:21])[C:17]([CH3:20])([CH3:19])[CH3:18])=[CH:13][CH:14]=1)=[O:7])#[N:2].N1C=CC=CC=1.[CH:33]([C:36]1[CH:44]=[CH:43][C:39]([C:40](Cl)=[O:41])=[CH:38][CH:37]=1)([CH3:35])[CH3:34]. The catalyst is C(Cl)Cl. The product is [C:1]([C:3]1[CH:4]=[C:5]([CH:24]=[CH:25][CH:26]=1)[C:6]([NH:8][C:9]1[C:10]([NH:23][C:40](=[O:41])[C:39]2[CH:43]=[CH:44][C:36]([CH:33]([CH3:34])[CH3:35])=[CH:37][CH:38]=2)=[CH:11][C:12]([O:15][Si:16]([CH3:21])([CH3:22])[C:17]([CH3:20])([CH3:19])[CH3:18])=[CH:13][CH:14]=1)=[O:7])#[N:2]. The yield is 0.830. (4) The reactants are C[Si]([N-][Si](C)(C)C)(C)C.[Li+].[N:11]1[CH:16]=[CH:15][N:14]=[CH:13][C:12]=1[C:17](=[O:19])[CH3:18].[C:20](OC)(=[O:25])[C:21]([O:23][CH3:24])=[O:22].C(OCC)C. The catalyst is O1CCCC1.O. The product is [N:11]1[CH:16]=[CH:15][N:14]=[CH:13][C:12]=1[C:17](=[O:19])[CH2:18][C:20](=[O:25])[C:21]([O:23][CH3:24])=[O:22]. The yield is 0.960. (5) The reactants are [CH3:1][C:2]1[NH:3][CH:4]=[CH:5][N:6]=1.Br[CH2:8][CH2:9][N:10]1[C:14](=[O:15])[C:13]2=[CH:16][CH:17]=[CH:18][CH:19]=[C:12]2[C:11]1=[O:20].C(=O)([O-])[O-].[K+].[K+]. The catalyst is CN(C=O)C. The product is [CH3:1][C:2]1[N:3]([CH2:8][CH2:9][N:10]2[C:11](=[O:20])[C:12]3[C:13](=[CH:16][CH:17]=[CH:18][CH:19]=3)[C:14]2=[O:15])[CH:4]=[CH:5][N:6]=1. The yield is 0.230. (6) The reactants are [CH3:1][CH:2]([CH3:21])[CH2:3][CH:4]([C:8]1[CH:13]=[CH:12][C:11]([N+:14]([O-:16])=[O:15])=[C:10]([C:17]([F:20])([F:19])[F:18])[CH:9]=1)[C:5]([OH:7])=[O:6].S(=O)(=O)(O)O.[CH2:27](O)[CH3:28]. No catalyst specified. The product is [CH2:27]([O:6][C:5](=[O:7])[CH:4]([C:8]1[CH:13]=[CH:12][C:11]([N+:14]([O-:16])=[O:15])=[C:10]([C:17]([F:18])([F:19])[F:20])[CH:9]=1)[CH2:3][CH:2]([CH3:21])[CH3:1])[CH3:28]. The yield is 0.830.